From a dataset of Full USPTO retrosynthesis dataset with 1.9M reactions from patents (1976-2016). Predict the reactants needed to synthesize the given product. (1) Given the product [CH3:22][CH:6]1[CH2:7][CH2:8][C:5]1([NH:9][S:10]([C:13]1[CH:18]=[CH:17][CH:16]=[CH:15][C:14]=1[N+:19]([O-:21])=[O:20])(=[O:12])=[O:11])[C:3]([OH:2])=[O:4], predict the reactants needed to synthesize it. The reactants are: C[O:2][C:3]([C:5]1([NH:9][S:10]([C:13]2[CH:18]=[CH:17][CH:16]=[CH:15][C:14]=2[N+:19]([O-:21])=[O:20])(=[O:12])=[O:11])[CH2:8][CH2:7][CH2:6]1)=[O:4].[CH2:22]1COCC1.CO.O[Li].O. (2) Given the product [C:1]([C:3]1[C:11]2[C:6](=[CH:7][CH:8]=[CH:9][C:10]=2[C:12]2[CH:17]=[CH:16][CH:15]=[CH:14][C:13]=2[CH3:18])[N:5]([CH2:19][CH2:20][CH2:21][O:22][C:23]2[C:32]3[C:27](=[CH:28][CH:29]=[CH:30][CH:31]=3)[CH:26]=[CH:25][CH:24]=2)[C:4]=1[C:33]([OH:35])=[O:34])#[N:2], predict the reactants needed to synthesize it. The reactants are: [C:1]([C:3]1[C:11]2[C:6](=[CH:7][CH:8]=[CH:9][C:10]=2[C:12]2[CH:17]=[CH:16][CH:15]=[CH:14][C:13]=2[CH3:18])[N:5]([CH2:19][CH2:20][CH2:21][O:22][C:23]2[C:32]3[C:27](=[CH:28][CH:29]=[CH:30][CH:31]=3)[CH:26]=[CH:25][CH:24]=2)[C:4]=1[C:33]([O:35]C)=[O:34])#[N:2].[OH-].[Na+].Cl.